From a dataset of Catalyst prediction with 721,799 reactions and 888 catalyst types from USPTO. Predict which catalyst facilitates the given reaction. (1) Product: [F:1][C:2]1[C:7]([F:8])=[CH:6][CH:5]=[CH:4][C:3]=1[C:9]1([OH:16])[CH2:12][N+:11]([O-:22])([CH2:13][CH2:14][CH3:15])[CH2:10]1. The catalyst class is: 4. Reactant: [F:1][C:2]1[C:7]([F:8])=[CH:6][CH:5]=[CH:4][C:3]=1[C:9]1([OH:16])[CH2:12][N:11]([CH2:13][CH2:14][CH3:15])[CH2:10]1.ClC1C=C(C=CC=1)C(OO)=[O:22]. (2) Reactant: Cl.[NH2:2][C@@H:3]([C@H:8]([CH3:13])[C@H:9]([CH3:12])[CH2:10][CH3:11])[CH2:4][C:5]([OH:7])=[O:6].C(N(CC)CC)C. Product: [NH2:2][C@@H:3]([C@H:8]([CH3:13])[C@H:9]([CH3:12])[CH2:10][CH3:11])[CH2:4][C:5]([OH:7])=[O:6]. The catalyst class is: 5. (3) Reactant: [CH2:1]1[C:10]2[C:5](=[CH:6][CH:7]=[CH:8][CH:9]=2)[CH2:4][CH2:3][NH:2]1.[CH:11]1[N:16]=[C:15](Cl)[C:14]2[N:18]=[CH:19][N:20]([C@@H:21]3[O:25][C@H:24]([CH2:26][OH:27])[C@@H:23]([OH:28])[C@H:22]3[OH:29])[C:13]=2[N:12]=1.C(N(C(C)C)CC)(C)C. Product: [CH2:1]1[C:10]2[C:5](=[CH:6][CH:7]=[CH:8][CH:9]=2)[CH2:4][CH2:3][N:2]1[C:15]1[N:16]=[CH:11][N:12]=[C:13]2[C:14]=1[N:18]=[CH:19][N:20]2[C@H:21]1[C@H:22]([OH:29])[C@H:23]([OH:28])[C@@H:24]([CH2:26][OH:27])[O:25]1. The catalyst class is: 9. (4) Reactant: [C:1]([O:5][C:6]([N:8]1[CH2:12][CH2:11][CH:10]([N:13]([CH2:19][C:20]2[CH:25]=[CH:24][C:23]([Cl:26])=[CH:22][CH:21]=2)[CH2:14][C:15](OC)=[O:16])[CH2:9]1)=[O:7])([CH3:4])([CH3:3])[CH3:2].[BH4-].[Na+]. Product: [C:1]([O:5][C:6]([N:8]1[CH2:12][CH2:11][CH:10]([N:13]([CH2:19][C:20]2[CH:21]=[CH:22][C:23]([Cl:26])=[CH:24][CH:25]=2)[CH2:14][CH2:15][OH:16])[CH2:9]1)=[O:7])([CH3:4])([CH3:2])[CH3:3]. The catalyst class is: 5. (5) Reactant: [CH3:1][C:2]1[CH:7]=[CH:6][CH:5]=[C:4]([CH3:8])[C:3]=1[N:9]=[C:10]([C:12]1[N:17]=[C:16]([C:18](=O)[CH3:19])[CH:15]=[CH:14][CH:13]=1)[CH3:11].[C:21]1([CH3:28])[CH:26]=[CH:25][CH:24]=[CH:23][C:22]=1[NH2:27]. Product: [CH3:1][C:2]1[CH:7]=[CH:6][CH:5]=[C:4]([CH3:8])[C:3]=1[N:9]=[C:10]([C:12]1[CH:13]=[CH:14][CH:15]=[C:16]([C:18](=[N:27][C:22]2[CH:23]=[CH:24][CH:25]=[CH:26][C:21]=2[CH3:28])[CH3:19])[N:17]=1)[CH3:11]. The catalyst class is: 11. (6) Reactant: [Br:1][C:2]1[CH:7]=[CH:6][C:5]([C@H:8]([NH2:10])[CH3:9])=[CH:4][CH:3]=1.[CH3:11][S:12](Cl)(=[O:14])=[O:13].N1C=CC=CC=1. Product: [Br:1][C:2]1[CH:7]=[CH:6][C:5]([C@H:8]([NH:10][S:12]([CH3:11])(=[O:14])=[O:13])[CH3:9])=[CH:4][CH:3]=1. The catalyst class is: 2.